Dataset: Retrosynthesis with 50K atom-mapped reactions and 10 reaction types from USPTO. Task: Predict the reactants needed to synthesize the given product. (1) Given the product COC(=O)[C@H]1CC[C@H](C)N1C(=O)OC(C)(C)C, predict the reactants needed to synthesize it. The reactants are: CC(C)(C)OC(=O)OC(=O)OC(C)(C)C.COC(=O)[C@H]1CC[C@@H](C)N1. (2) Given the product Clc1ccc(Nc2ncc(-c3nc4ccccc4[nH]3)cc2Cl)cc1, predict the reactants needed to synthesize it. The reactants are: Nc1ccccc1N.O=C(O)c1cnc(Nc2ccc(Cl)cc2)c(Cl)c1. (3) The reactants are: COc1cc(OC)c2c(c1)OCCCC=CCCCOC2=O. Given the product COc1cc(O)c2c(c1)OCCCC=CCCCOC2=O, predict the reactants needed to synthesize it. (4) Given the product CC1([C@H]2CC[C@@H](O)CC2)CC1, predict the reactants needed to synthesize it. The reactants are: CC1(C2CCC(=O)CC2)CC1.OO.